This data is from Forward reaction prediction with 1.9M reactions from USPTO patents (1976-2016). The task is: Predict the product of the given reaction. (1) Given the reactants C[O:2][C:3]1[C:4]([CH3:12])=[C:5]([CH:9]=[CH:10][CH:11]=1)[C:6]([OH:8])=[O:7].[OH-].[Na+], predict the reaction product. The product is: [OH:2][C:3]1[C:4]([CH3:12])=[C:5]([CH:9]=[CH:10][CH:11]=1)[C:6]([OH:8])=[O:7]. (2) Given the reactants [CH2:1]([Sn](CCCC)(CCCC)CCCC)[CH:2]=[CH2:3].I[C:18]1[CH:25]=[CH:24][C:21]([C:22]#[N:23])=[CH:20][CH:19]=1.[F-].[K+], predict the reaction product. The product is: [CH2:3]([C:18]1[CH:25]=[CH:24][C:21]([C:22]#[N:23])=[CH:20][CH:19]=1)[CH:2]=[CH2:1]. (3) Given the reactants [CH3:1][CH:2]([CH3:21])[CH2:3]/[CH:4]=[C:5](/[NH:10]C(OCC1C=CC=CC=1)=O)\[C:6]([O:8][CH3:9])=[O:7], predict the reaction product. The product is: [CH3:1][CH:2]([CH3:21])[CH2:3][CH2:4][C@@H:5]([C:6]([O:8][CH3:9])=[O:7])[NH2:10]. (4) Given the reactants [OH-].[Na+].[CH3:3][N:4]([CH3:24])[C:5]1[CH:6]=[C:7]([N:11]2[C:15]3=[N:16][CH:17]=[CH:18][CH:19]=[C:14]3[C:13]([C:20]([O:22]C)=[O:21])=[CH:12]2)[CH:8]=[CH:9][CH:10]=1.Cl, predict the reaction product. The product is: [CH3:3][N:4]([CH3:24])[C:5]1[CH:6]=[C:7]([N:11]2[C:15]3=[N:16][CH:17]=[CH:18][CH:19]=[C:14]3[C:13]([C:20]([OH:22])=[O:21])=[CH:12]2)[CH:8]=[CH:9][CH:10]=1. (5) Given the reactants [CH3:1][O:2][C:3]1[CH:4]=[C:5](I)[CH:6]=[C:7]([O:10][CH3:11])[C:8]=1[Br:9].[O:13]1[CH:17]=[CH:16][CH:15]=[C:14]1B(O)O.C([O-])([O-])=O.[Na+].[Na+].C1COCC1, predict the reaction product. The product is: [Br:9][C:8]1[C:3]([O:2][CH3:1])=[CH:4][C:5]([C:14]2[O:13][CH:17]=[CH:16][CH:15]=2)=[CH:6][C:7]=1[O:10][CH3:11].